Dataset: Full USPTO retrosynthesis dataset with 1.9M reactions from patents (1976-2016). Task: Predict the reactants needed to synthesize the given product. (1) Given the product [N:8]1([C:6]([O:5][C:1]([CH3:4])([CH3:2])[CH3:3])=[O:7])[CH2:15][CH2:14][CH2:13][C@H:9]1[C:10]([O:12][CH2:26][C:27](=[O:28])[C:29]1[CH:34]=[CH:33][C:32]([CH3:35])=[CH:31][CH:30]=1)=[O:11], predict the reactants needed to synthesize it. The reactants are: [C:1]([O:5][C:6]([N:8]1[CH2:15][CH2:14][CH2:13][C@H:9]1[C:10]([OH:12])=[O:11])=[O:7])([CH3:4])([CH3:3])[CH3:2].CCN(C(C)C)C(C)C.Br[CH2:26][C:27]([C:29]1[CH:34]=[CH:33][C:32]([CH3:35])=[CH:31][CH:30]=1)=[O:28]. (2) Given the product [C:1]([O:9][CH:10]([CH2:19][O:23][C:24]1[CH:25]=[CH:26][C:27]([Cl:30])=[CH:28][CH:29]=1)[CH2:11][O:12][CH2:13][CH2:14][O:15][CH3:16])(=[O:8])[C:2]1[CH:7]=[CH:6][CH:5]=[CH:4][CH:3]=1, predict the reactants needed to synthesize it. The reactants are: [C:1]([O:9][CH2:10][CH2:11][O:12][CH3:13])(=[O:8])[C:2]1[CH:7]=[CH:6][CH:5]=[CH:4][CH:3]=1.[CH3:14][O:15][CH2:16]CO.[CH2:19]([O:23][C:24]1[CH:29]=[CH:28][C:27]([Cl:30])=[CH:26][CH:25]=1)C1OC1. (3) Given the product [Cl:1][C:2]1[C:11]2[C:10]([CH3:13])([CH3:12])[CH2:9][CH:8]=[C:7]([CH:14]([CH3:15])[CH3:16])[C:6]=2[CH:5]=[C:4](/[C:17](/[CH2:22][CH3:23])=[C:18](/[F:21])\[CH:19]=[O:20])[C:3]=1[O:24][CH2:25][CH3:26], predict the reactants needed to synthesize it. The reactants are: [Cl:1][C:2]1[C:11]2[C:10]([CH3:13])([CH3:12])[CH2:9][CH:8]=[C:7]([CH:14]([CH3:16])[CH3:15])[C:6]=2[CH:5]=[C:4](/[C:17](/[CH2:22][CH3:23])=[C:18](/[F:21])\[CH2:19][OH:20])[C:3]=1[O:24][CH2:25][CH3:26].C[N+]1([O-])CCOCC1. (4) Given the product [C:1]([O:5][C:6](=[O:26])[NH:7][CH2:8][CH2:9][CH:10]1[CH2:11][CH2:12][N:13]([C:16](=[O:25])[C:17]2[CH:22]=[CH:21][C:20]([O:23][CH2:28][C:29]3[CH:36]=[CH:35][CH:34]=[C:31]([C:32]#[N:33])[CH:30]=3)=[CH:19][C:18]=2[O:24][CH2:28][C:29]2[CH:36]=[CH:35][CH:34]=[C:31]([C:32]#[N:33])[CH:30]=2)[CH2:14][CH2:15]1)([CH3:4])([CH3:2])[CH3:3], predict the reactants needed to synthesize it. The reactants are: [C:1]([O:5][C:6](=[O:26])[NH:7][CH2:8][CH2:9][CH:10]1[CH2:15][CH2:14][N:13]([C:16](=[O:25])[C:17]2[CH:22]=[CH:21][C:20]([OH:23])=[CH:19][C:18]=2[OH:24])[CH2:12][CH2:11]1)([CH3:4])([CH3:3])[CH3:2].Br[CH2:28][C:29]1[CH:30]=[C:31]([CH:34]=[CH:35][CH:36]=1)[C:32]#[N:33]. (5) Given the product [ClH:36].[CH:1]1([N:4]2[C:13]3[C:8](=[CH:9][C:10]([F:24])=[C:11]([N:16]4[CH2:17][CH:18]([CH3:23])[N:19]([CH2:46][C@@H:45]([OH:47])[CH2:44][OH:43])[CH:20]([CH3:22])[CH2:21]4)[C:12]=3[O:14][CH3:15])[C:7](=[O:25])[C:6]([C:26]([NH:28][CH2:29][C:30]3[CH:35]=[CH:34][C:33]([Cl:36])=[CH:32][C:31]=3[Cl:37])=[O:27])=[CH:5]2)[CH2:3][CH2:2]1, predict the reactants needed to synthesize it. The reactants are: [CH:1]1([N:4]2[C:13]3[C:8](=[CH:9][C:10]([F:24])=[C:11]([N:16]4[CH2:21][CH:20]([CH3:22])[NH:19][CH:18]([CH3:23])[CH2:17]4)[C:12]=3[O:14][CH3:15])[C:7](=[O:25])[C:6]([C:26]([NH:28][CH2:29][C:30]3[CH:35]=[CH:34][C:33]([Cl:36])=[CH:32][C:31]=3[Cl:37])=[O:27])=[CH:5]2)[CH2:3][CH2:2]1.C([O:43][CH2:44][C@@H:45]1[O:47][CH2:46]1)(=O)CCC.C([O-])(=O)CCC.[OH-].[Li+]. (6) The reactants are: C(N(CC)CC)C.[CH3:8][S:9](Cl)(=[O:11])=[O:10].[OH:13][CH2:14][CH2:15][O:16][C:17]1([C:29]2[N:30]=[CH:31][N:32]([C:34]([C:47]3[CH:52]=[CH:51][CH:50]=[CH:49][CH:48]=3)([C:41]3[CH:46]=[CH:45][CH:44]=[CH:43][CH:42]=3)[C:35]3[CH:40]=[CH:39][CH:38]=[CH:37][CH:36]=3)[CH:33]=2)[CH2:26][CH2:25][CH2:24][C:23]2[CH:22]=[C:21]([C:27]#[N:28])[CH:20]=[CH:19][C:18]1=2. Given the product [CH3:8][S:9]([O:13][CH2:14][CH2:15][O:16][C:17]1([C:29]2[N:30]=[CH:31][N:32]([C:34]([C:47]3[CH:52]=[CH:51][CH:50]=[CH:49][CH:48]=3)([C:35]3[CH:36]=[CH:37][CH:38]=[CH:39][CH:40]=3)[C:41]3[CH:42]=[CH:43][CH:44]=[CH:45][CH:46]=3)[CH:33]=2)[C:18]2[C:23](=[CH:22][C:21]([C:27]#[N:28])=[CH:20][CH:19]=2)[CH2:24][CH2:25][CH2:26]1)(=[O:11])=[O:10], predict the reactants needed to synthesize it. (7) Given the product [CH3:2][O:3]/[N:4]=[C:5]1/[CH:9]([CH2:10][NH:11]/[C:21](/[CH3:23])=[CH:20]\[C:19]([O:25][CH2:26][CH3:27])=[O:24])[CH2:8][NH:7][CH2:6]/1, predict the reactants needed to synthesize it. The reactants are: Cl.[CH3:2][O:3][N:4]=[C:5]1[CH:9]([CH2:10][NH2:11])[CH2:8][NH:7][CH2:6]1.C(N(CC)CC)C.[C:19]([O:25][CH2:26][CH3:27])(=[O:24])[CH2:20][C:21]([CH3:23])=O.